From a dataset of Cav3 T-type calcium channel HTS with 100,875 compounds. Binary Classification. Given a drug SMILES string, predict its activity (active/inactive) in a high-throughput screening assay against a specified biological target. The drug is s1c(C(=O)Nc2c(c3nn(nn3)CC(=O)Nc3ccccc3)cccc2)ccc1. The result is 0 (inactive).